This data is from Reaction yield outcomes from USPTO patents with 853,638 reactions. The task is: Predict the reaction yield, written as a fraction of the theoretical maximum amount of product (1.0 means a 100% yield; for example, 0.34 means a 34% yield). (1) The reactants are [F:1][C:2]1[CH:3]=[C:4]([CH:14]([NH:16][C:17]([C:19]2[N:20]=[C:21](Cl)[O:22][CH:23]=2)=[O:18])[CH3:15])[CH:5]=[C:6]([F:13])[C:7]=1[NH:8][S:9]([CH3:12])(=[O:11])=[O:10].[F:25][C:26]([F:37])([F:36])[CH:27]([C:29]1[CH:30]=[C:31]([OH:35])[CH:32]=[CH:33][CH:34]=1)[CH3:28]. No catalyst specified. The product is [F:1][C:2]1[CH:3]=[C:4]([CH:14]([NH:16][C:17]([C:19]2[N:20]=[C:21]([O:35][C:31]3[CH:32]=[CH:33][CH:34]=[C:29]([CH:27]([CH3:28])[C:26]([F:25])([F:36])[F:37])[CH:30]=3)[O:22][CH:23]=2)=[O:18])[CH3:15])[CH:5]=[C:6]([F:13])[C:7]=1[NH:8][S:9]([CH3:12])(=[O:11])=[O:10]. The yield is 0.880. (2) The reactants are [N:1]12[CH2:26][CH2:25][CH2:24][C@@H:23]1[C:22](=[O:27])[O:21][CH2:20][CH2:19][CH:18]=[CH:17][CH2:16][CH2:15][O:14][C:13](=[O:28])[C@@H:12]1[N:8]([CH2:9][CH2:10][CH2:11]1)[C:7](=[O:29])[CH2:6][CH2:5][CH2:4][CH2:3][C:2]2=[O:30]. The catalyst is C(OC(=O)C)C.[Pd]. The product is [N:1]12[CH2:26][CH2:25][CH2:24][C@@H:23]1[C:22](=[O:27])[O:21][CH2:20][CH2:19][CH2:18][CH2:17][CH2:16][CH2:15][O:14][C:13](=[O:28])[C@@H:12]1[N:8]([CH2:9][CH2:10][CH2:11]1)[C:7](=[O:29])[CH2:6][CH2:5][CH2:4][CH2:3][C:2]2=[O:30]. The yield is 0.790.